Predict the product of the given reaction. From a dataset of Forward reaction prediction with 1.9M reactions from USPTO patents (1976-2016). (1) Given the reactants [C:1]([N:4]1[CH2:9][CH2:8][CH:7]([CH2:10][C:11]([NH:13][C:14]2[CH:19]=[CH:18][C:17](Br)=[CH:16][N:15]=2)=[O:12])[CH2:6][CH2:5]1)(=[O:3])[CH3:2].[F:21][C:22]([F:33])([F:32])[C:23]1[CH:24]=[C:25](B(O)O)[CH:26]=[CH:27][CH:28]=1, predict the reaction product. The product is: [C:1]([N:4]1[CH2:9][CH2:8][CH:7]([CH2:10][C:11]([NH:13][C:14]2[CH:19]=[CH:18][C:17]([C:27]3[CH:26]=[CH:25][CH:24]=[C:23]([C:22]([F:33])([F:32])[F:21])[CH:28]=3)=[CH:16][N:15]=2)=[O:12])[CH2:6][CH2:5]1)(=[O:3])[CH3:2]. (2) Given the reactants [BrH:1].C1([C@H]([NH:10][C@@H:11]2[CH2:20][CH2:19][C:14]3([O:18][CH2:17][CH2:16][O:15]3)[CH2:13][C@@H:12]2[C:21]([O:23][CH2:24][CH3:25])=[O:22])C)C=CC=CC=1, predict the reaction product. The product is: [BrH:1].[NH2:10][C@@H:11]1[CH2:20][CH2:19][C:14]2([O:18][CH2:17][CH2:16][O:15]2)[CH2:13][C@@H:12]1[C:21]([O:23][CH2:24][CH3:25])=[O:22].